Predict the reaction yield, written as a fraction of the theoretical maximum amount of product (1.0 means a 100% yield; for example, 0.34 means a 34% yield). From a dataset of Reaction yield outcomes from USPTO patents with 853,638 reactions. (1) The reactants are [Na].[C:2]1([C:11]2[C:6](=[CH:7][CH:8]=[CH:9][CH:10]=2)[CH2:5][O:4]1)=[O:3].[CH3:12][O:13][C:14]1[CH:15]=[C:16]([CH:19]=[CH:20][CH:21]=1)[CH:17]=O.Cl. The catalyst is C(O)C. The product is [CH3:12][O:13][C:14]1[CH:15]=[C:16]([CH:17]2[C:2](=[O:3])[C:11]3[C:6](=[CH:7][CH:8]=[CH:9][CH:10]=3)[C:5]2=[O:4])[CH:19]=[CH:20][CH:21]=1. The yield is 0.440. (2) The reactants are [N:1]1[C:10]2[C:5](=[CH:6][C:7]([CH:11]=O)=[CH:8][CH:9]=2)[CH:4]=[CH:3][CH:2]=1.[C:13]12([NH2:23])[CH2:22][CH:17]3[CH2:18][CH:19]([CH2:21][CH:15]([CH2:16]3)[CH2:14]1)[CH2:20]2. No catalyst specified. The product is [C:13]12([NH:23][CH2:11][C:7]3[CH:6]=[C:5]4[C:10](=[CH:9][CH:8]=3)[N:1]=[CH:2][CH:3]=[CH:4]4)[CH2:20][CH:19]3[CH2:18][CH:17]([CH2:16][CH:15]([CH2:21]3)[CH2:14]1)[CH2:22]2. The yield is 0.740. (3) The reactants are [CH3:1][C:2]1[N:6]([CH:7]2[CH2:13][CH:12]3[N:14]([CH2:15][CH2:16][C:17]4([C:23]5[CH:28]=[CH:27][CH:26]=[CH:25][CH:24]=5)[CH2:22][CH2:21][NH:20][CH2:19][CH2:18]4)[CH:9]([CH2:10][CH2:11]3)[CH2:8]2)[C:5]2[CH:29]=[CH:30][CH:31]=[CH:32][C:4]=2[N:3]=1.[CH3:33][O:34][C:35](=[O:45])[C:36]1[CH:44]=[CH:43][CH:42]=[C:38]([C:39](O)=[O:40])[CH:37]=1.C(N(CC)CC)C.Cl.CN(C)CCCN=C=NCC. The catalyst is ClCCl.CN(C)C1C=CN=CC=1. The product is [CH3:1][C:2]1[N:6]([CH:7]2[CH2:13][CH:12]3[N:14]([CH2:15][CH2:16][C:17]4([C:23]5[CH:28]=[CH:27][CH:26]=[CH:25][CH:24]=5)[CH2:18][CH2:19][N:20]([C:39]([C:38]5[CH:37]=[C:36]([CH:44]=[CH:43][CH:42]=5)[C:35]([O:34][CH3:33])=[O:45])=[O:40])[CH2:21][CH2:22]4)[CH:9]([CH2:10][CH2:11]3)[CH2:8]2)[C:5]2[CH:29]=[CH:30][CH:31]=[CH:32][C:4]=2[N:3]=1. The yield is 0.720. (4) The reactants are Br[C:2]1[CH:7]=[CH:6][C:5]([C:8](=[C:17]2[CH2:23][CH2:22][CH2:21][CH2:20][CH2:19][CH2:18]2)[C:9]2[CH:14]=[CH:13][C:12]([OH:15])=[C:11]([F:16])[CH:10]=2)=[CH:4][CH:3]=1.[C:24]([O:28][CH2:29][CH3:30])(=[O:27])[CH:25]=[CH2:26].C(N(CC)CC)C.CN(C=O)C. The catalyst is Cl[Pd](Cl)([P](C1C=CC=CC=1)(C1C=CC=CC=1)C1C=CC=CC=1)[P](C1C=CC=CC=1)(C1C=CC=CC=1)C1C=CC=CC=1.CCOC(C)=O.O. The product is [F:16][C:11]1[CH:10]=[C:9]([C:8](=[C:17]2[CH2:23][CH2:22][CH2:21][CH2:20][CH2:19][CH2:18]2)[C:5]2[CH:6]=[CH:7][C:2](/[CH:26]=[CH:25]/[C:24]([O:28][CH2:29][CH3:30])=[O:27])=[CH:3][CH:4]=2)[CH:14]=[CH:13][C:12]=1[OH:15]. The yield is 0.700. (5) The reactants are [CH3:1][C:2]1([CH3:15])[C:14]2[C:9](=[N:10][CH:11]=[CH:12][CH:13]=2)[C:8]2[C:3]1=[CH:4][CH:5]=[CH:6][CH:7]=2.[Br:16]Br.O. The catalyst is C(Cl)(Cl)Cl. The product is [Br:16][C:5]1[CH:4]=[C:3]2[C:8](=[CH:7][CH:6]=1)[C:9]1=[N:10][CH:11]=[CH:12][CH:13]=[C:14]1[C:2]2([CH3:15])[CH3:1]. The yield is 0.675. (6) The reactants are [Br:1][C:2]1[C:10]2[O:9][C:8](=[O:11])[NH:7][C:6]=2[CH:5]=[CH:4][CH:3]=1.C([O-])([O-])=O.[K+].[K+].Cl[C:19]([F:24])([F:23])C([O-])=O.[Na+]. The catalyst is CN(C=O)C. The product is [Br:1][C:2]1[C:10]2[O:9][C:8](=[O:11])[N:7]([CH:19]([F:24])[F:23])[C:6]=2[CH:5]=[CH:4][CH:3]=1. The yield is 0.150. (7) The reactants are [C:1]([C:3]1[CH:32]=[CH:31][C:6]([CH2:7][N:8]([CH:21]2[C:30]3N=[CH:28][CH:27]=[CH:26][C:25]=3[CH2:24][CH2:23][CH2:22]2)S(C2C=CC=CC=2[N+]([O-])=O)(=O)=O)=[C:5]([CH2:33][OH:34])[CH:4]=1)#[N:2].[C:35]([O-])([O-])=O.[K+].[K+].C1(S)C=CC=CC=1.N#N. The catalyst is CN(C=O)C. The product is [OH:34][CH2:33][C:5]1[CH:4]=[C:3]([CH:32]=[CH:31][C:6]=1[CH2:7][NH:8][CH:21]1[C:30]2[C:25](=[CH:26][CH:27]=[CH:28][CH:35]=2)[CH2:24][CH2:23][CH2:22]1)[C:1]#[N:2]. The yield is 0.860. (8) No catalyst specified. The product is [Cl:29][S:13]([C:12]1[CH:11]=[CH:10][S:9][C:8]=1[CH2:7][CH2:6][C:5]1[CH:21]=[CH:22][C:23]2[O:24][CH2:1][O:2][C:3]=2[CH:4]=1)(=[O:15])=[O:14]. The reactants are [CH2:1]1[O:24][C:23]2[CH:22]=[CH:21][C:5]([CH2:6][CH2:7][C:8]3[S:9][CH:10]=[CH:11][C:12]=3[S:13](N3C=CC=C3)(=[O:15])=[O:14])=[CH:4][C:3]=2[O:2]1.[K].S(Cl)([Cl:29])(=O)=O. The yield is 0.420. (9) The reactants are Cl[C:2]1[N:7]=[C:6]([NH:8][C:9]2[CH:19]=[CH:18][CH:17]=[CH:16][C:10]=2[C:11]([O:13][CH2:14][CH3:15])=[O:12])[C:5]([Cl:20])=[CH:4][N:3]=1.[CH3:21][N:22]1[CH2:27][CH2:26][N:25]([C:28]2[CH:29]=[C:30]([CH:32]=[CH:33][CH:34]=2)[NH2:31])[CH2:24][CH2:23]1.Cl. The catalyst is C(O)C. The product is [Cl:20][C:5]1[C:6]([NH:8][C:9]2[CH:19]=[CH:18][CH:17]=[CH:16][C:10]=2[C:11]([O:13][CH2:14][CH3:15])=[O:12])=[N:7][C:2]([NH:31][C:30]2[CH:32]=[CH:33][CH:34]=[C:28]([N:25]3[CH2:24][CH2:23][N:22]([CH3:21])[CH2:27][CH2:26]3)[CH:29]=2)=[N:3][CH:4]=1. The yield is 0.980.